Dataset: Full USPTO retrosynthesis dataset with 1.9M reactions from patents (1976-2016). Task: Predict the reactants needed to synthesize the given product. (1) Given the product [NH2:1][C:2]1[C:3]2[N:4]([C:8]([C@@H:12]3[O:17][CH2:16][C@H:15]4[CH2:18][CH2:19][C:20](=[O:21])[N:14]4[CH2:13]3)=[N:9][C:10]=2[C:42]2[CH:41]=[CH:40][C:26]([C:27]([NH:29][C:30]3[CH:35]=[C:34]([C:36]([F:39])([F:37])[F:38])[CH:33]=[CH:32][N:31]=3)=[O:28])=[CH:25][C:24]=2[O:23][CH3:22])[CH:5]=[CH:6][N:7]=1, predict the reactants needed to synthesize it. The reactants are: [NH2:1][C:2]1[C:3]2[N:4]([C:8]([C@@H:12]3[O:17][CH2:16][C@H:15]4[CH2:18][CH2:19][C:20](=[O:21])[N:14]4[CH2:13]3)=[N:9][C:10]=2Br)[CH:5]=[CH:6][N:7]=1.[CH3:22][O:23][C:24]1[CH:25]=[C:26]([CH:40]=[CH:41][C:42]=1B1OC(C)(C)C(C)(C)O1)[C:27]([NH:29][C:30]1[CH:35]=[C:34]([C:36]([F:39])([F:38])[F:37])[CH:33]=[CH:32][N:31]=1)=[O:28].C([O-])([O-])=O.[K+].[K+]. (2) Given the product [F:30][C:27]([F:28])([F:29])[O:26][C:23]1[CH:22]=[CH:21][C:20]([N:17]2[CH:18]=[N:19][C:15]([C:8]3[CH:9]=[CH:10][C:5]([C:3]([O:2][CH3:1])=[O:4])=[CH:6][CH:7]=3)=[N:16]2)=[CH:25][CH:24]=1, predict the reactants needed to synthesize it. The reactants are: [CH3:1][O:2][C:3]([C:5]1[CH:10]=[CH:9][C:8](B(O)O)=[CH:7][CH:6]=1)=[O:4].Br[C:15]1[N:19]=[CH:18][N:17]([C:20]2[CH:25]=[CH:24][C:23]([O:26][C:27]([F:30])([F:29])[F:28])=[CH:22][CH:21]=2)[N:16]=1.C([O-])([O-])=O.[Na+].[Na+].COCCOC. (3) Given the product [Br:1][C:2]1[CH:3]=[C:4]([NH2:9])[C:5]([Cl:8])=[N:6][CH:7]=1, predict the reactants needed to synthesize it. The reactants are: [Br:1][C:2]1[CH:3]=[C:4]([N+:9]([O-])=O)[C:5]([Cl:8])=[N:6][CH:7]=1.[Sn](Cl)Cl. (4) The reactants are: S(Cl)([Cl:3])=O.[CH2:5]([NH:7][CH2:8][C:9]([OH:11])=[O:10])[CH3:6].[CH3:12]COCC. Given the product [ClH:3].[CH2:5]([NH:7][CH2:8][C:9]([O:11][CH3:12])=[O:10])[CH3:6], predict the reactants needed to synthesize it.